Dataset: Forward reaction prediction with 1.9M reactions from USPTO patents (1976-2016). Task: Predict the product of the given reaction. (1) Given the reactants [CH3:1][O:2][C:3]1[CH:8]=[CH:7][C:6]([N:9]2[C:13]3=[C:14]4[C:18](=[CH:19][CH:20]=[C:12]3[C:11]([C:21]([O:23]CC)=O)=[N:10]2)[NH:17][N:16]=[CH:15]4)=[CH:5][CH:4]=1.O.[NH2:27][NH2:28], predict the reaction product. The product is: [CH3:1][O:2][C:3]1[CH:4]=[CH:5][C:6]([N:9]2[C:13]3=[C:14]4[C:18](=[CH:19][CH:20]=[C:12]3[C:11]([C:21]([NH:27][NH2:28])=[O:23])=[N:10]2)[NH:17][N:16]=[CH:15]4)=[CH:7][CH:8]=1. (2) Given the reactants [H-].C([Al+]CC(C)C)C(C)C.C([O:13][C:14]([CH:16]1[CH2:25][CH2:24][C:19]2([O:23][CH2:22][CH2:21][O:20]2)[CH2:18][CH2:17]1)=O)C.C1(C)C=CC=CC=1, predict the reaction product. The product is: [O:20]1[C:19]2([CH2:24][CH2:25][CH:16]([CH:14]=[O:13])[CH2:17][CH2:18]2)[O:23][CH2:22][CH2:21]1. (3) Given the reactants C(Cl)CCl.[N:5]1[C:13]2[C:8](=[N:9][CH:10]=[C:11](/[CH:14]=[CH:15]/[C:16]([OH:18])=O)[CH:12]=2)[NH:7][CH:6]=1.[CH3:19][N:20]1[C:28]2[C:23](=[CH:24][CH:25]=[CH:26][CH:27]=2)[CH:22]=[C:21]1[CH2:29][NH:30][CH3:31].C1C=CC2N(O)N=NC=2C=1.CCN(CC)CC, predict the reaction product. The product is: [N:5]1[C:13]2[C:8](=[N:9][CH:10]=[C:11](/[CH:14]=[CH:15]/[C:16]([N:30]([CH3:31])[CH2:29][C:21]3[N:20]([CH3:19])[C:28]4[C:23]([CH:22]=3)=[CH:24][CH:25]=[CH:26][CH:27]=4)=[O:18])[CH:12]=2)[NH:7][CH:6]=1. (4) Given the reactants [CH3:1][C:2]1[CH:7]=[CH:6][C:5]([CH2:8][CH2:9][CH2:10][C:11](Cl)=[O:12])=[CH:4][CH:3]=1.[C:14]([O:17][CH2:18][C@@:19]([NH:29][C:30](=[O:32])[CH3:31])([CH3:28])[CH2:20][CH2:21][C:22]1[N:23]([CH3:27])[CH:24]=[CH:25][CH:26]=1)(=[O:16])[CH3:15].C([O:36][CH2:37][CH3:38])(=O)C.O, predict the reaction product. The product is: [C:14]([O:17][CH2:18][C@@:19]([NH:29][C:30](=[O:32])[CH3:31])([CH3:28])[CH2:20][CH2:21][C:22]1[N:23]([CH3:27])[C:24]([C:11]([O:12][C:37](=[O:36])[CH2:38][CH2:9][CH2:8][C:5]2[CH:6]=[CH:7][C:2]([CH3:1])=[CH:3][CH:4]=2)=[CH:10][CH2:9][CH2:8][C:5]2[CH:6]=[CH:7][C:2]([CH3:1])=[CH:3][CH:4]=2)=[CH:25][CH:26]=1)(=[O:16])[CH3:15]. (5) The product is: [C:1]([O:5][C:6](=[O:23])[NH:7][C@H:8]([CH2:9][C:10]1[CH:15]=[CH:14][CH:13]=[CH:12][C:11]=1[F:16])[C:17](=[O:22])[CH2:37][C:31]1[CH:32]=[C:33]([Cl:36])[CH:34]=[CH:35][C:30]=1[C:29](=[O:38])[NH:28][C:24]([CH3:26])([CH3:25])[CH3:27])([CH3:2])([CH3:3])[CH3:4]. Given the reactants [C:1]([O:5][C:6](=[O:23])[NH:7][C@@H:8]([C:17](=[O:22])N(OC)C)[CH2:9][C:10]1[CH:15]=[CH:14][CH:13]=[CH:12][C:11]=1[F:16])([CH3:4])([CH3:3])[CH3:2].[C:24]([NH:28][C:29](=[O:38])[C:30]1[CH:35]=[CH:34][C:33]([Cl:36])=[CH:32][C:31]=1[CH3:37])([CH3:27])([CH3:26])[CH3:25], predict the reaction product.